Dataset: CYP1A2 inhibition data for predicting drug metabolism from PubChem BioAssay. Task: Regression/Classification. Given a drug SMILES string, predict its absorption, distribution, metabolism, or excretion properties. Task type varies by dataset: regression for continuous measurements (e.g., permeability, clearance, half-life) or binary classification for categorical outcomes (e.g., BBB penetration, CYP inhibition). Dataset: cyp1a2_veith. (1) The compound is CCCC(=O)Nc1c(C)n[nH]c1C. The result is 0 (non-inhibitor). (2) The molecule is O=c1[nH]c(CSc2nnc(-c3ccccc3)n2C2CCCCC2)nc2ccccc12. The result is 0 (non-inhibitor). (3) The molecule is [N-]=[N+]=NCC(=O)c1c[nH]c(=O)[nH]c1=O. The result is 0 (non-inhibitor). (4) The compound is COCCn1c(=O)c(C)nc2cnc(N(C)C)nc21. The result is 1 (inhibitor).